This data is from Reaction yield outcomes from USPTO patents with 853,638 reactions. The task is: Predict the reaction yield, written as a fraction of the theoretical maximum amount of product (1.0 means a 100% yield; for example, 0.34 means a 34% yield). (1) The reactants are [Br:1][C:2]1[CH:3]=[C:4]([N:8]2[C:16]3[CH2:15][CH2:14][CH2:13][C:12](=[O:17])[C:11]=3[C:10]([C:18]([O:20][CH2:21][CH3:22])=[O:19])=[N:9]2)[CH:5]=[CH:6][CH:7]=1.[BH4-].[Na+]. No catalyst specified. The product is [Br:1][C:2]1[CH:3]=[C:4]([N:8]2[C:16]3[CH2:15][CH2:14][CH2:13][CH:12]([OH:17])[C:11]=3[C:10]([C:18]([O:20][CH2:21][CH3:22])=[O:19])=[N:9]2)[CH:5]=[CH:6][CH:7]=1. The yield is 0.500. (2) The reactants are [C:1]([NH:24][CH:25]([CH2:30][CH:31]([CH3:33])[CH3:32])[C:26]([O:28]C)=[O:27])(=[O:23])[CH2:2][CH2:3][CH:4]=[CH:5][CH2:6][CH:7]=[CH:8][CH2:9][CH:10]=[CH:11][CH2:12][CH:13]=[CH:14][CH2:15][CH:16]=[CH:17][CH2:18][CH:19]=[CH:20][CH2:21][CH3:22].[OH-].[Na+].Cl. The yield is 0.890. The catalyst is CO. The product is [C:1]([NH:24][CH:25]([CH2:30][CH:31]([CH3:32])[CH3:33])[C:26]([OH:28])=[O:27])(=[O:23])[CH2:2][CH2:3][CH:4]=[CH:5][CH2:6][CH:7]=[CH:8][CH2:9][CH:10]=[CH:11][CH2:12][CH:13]=[CH:14][CH2:15][CH:16]=[CH:17][CH2:18][CH:19]=[CH:20][CH2:21][CH3:22]. (3) The reactants are [C:1]([O:5][C:6]([NH:8][C:9]1[S:13][C:12]([C:14]2[C:19]([F:20])=[CH:18][CH:17]=[CH:16][C:15]=2[F:21])=[N:11][C:10]=1[C:22](O)=[O:23])=[O:7])([CH3:4])([CH3:3])[CH3:2].ClC(N(C)C)=C(C)C.[NH2:33][C:34]1[C:35]([N:43]2[CH2:48][CH2:47][CH2:46][C@H:45]([NH:49][C:50](=[O:56])[O:51][C:52]([CH3:55])([CH3:54])[CH3:53])[CH2:44]2)=[C:36]2[CH:42]=[CH:41][S:40][C:37]2=[N:38][CH:39]=1.N1C=CC=CC=1. The catalyst is C1COCC1. The product is [C:1]([O:5][C:6]([NH:8][C:9]1[S:13][C:12]([C:14]2[C:19]([F:20])=[CH:18][CH:17]=[CH:16][C:15]=2[F:21])=[N:11][C:10]=1[C:22]([NH:33][C:34]1[C:35]([N:43]2[CH2:48][CH2:47][CH2:46][C@H:45]([NH:49][C:50](=[O:56])[O:51][C:52]([CH3:53])([CH3:55])[CH3:54])[CH2:44]2)=[C:36]2[CH:42]=[CH:41][S:40][C:37]2=[N:38][CH:39]=1)=[O:23])=[O:7])([CH3:4])([CH3:2])[CH3:3]. The yield is 0.840. (4) The reactants are [Br:1][C:2]1[CH:7]=[CH:6][C:5]([NH:8][C:9]2[C:10]([C:19](O)=[O:20])=[CH:11][C:12]3[NH:16][CH:15]=[N:14][C:13]=3[C:17]=2[F:18])=[C:4]([Cl:22])[CH:3]=1.C1C=[CH:25][C:26]2N(O)N=N[C:27]=2[CH:28]=1.C(N(CC)CC)C.Cl.C1([N:44](C)[OH:45])CC1.CCN=C=NCCCN(C)C. The catalyst is CN(C=O)C.C(OCC)(=O)C.O. The product is [CH:26]1([CH2:25][O:45][NH:44][C:19]([C:10]2[C:9]([NH:8][C:5]3[CH:6]=[CH:7][C:2]([Br:1])=[CH:3][C:4]=3[Cl:22])=[C:17]([F:18])[C:13]3[N:14]=[CH:15][NH:16][C:12]=3[CH:11]=2)=[O:20])[CH2:27][CH2:28]1. The yield is 0.890. (5) The reactants are [NH2:1][C:2]1[C:7]([C:8]([C:10]2[CH:11]=[N:12][C:13](F)=[CH:14][CH:15]=2)=[O:9])=[CH:6][C:5](Br)=[CH:4][N:3]=1.[CH2:18]([NH2:22])[CH:19]([CH3:21])[CH3:20].[CH3:23][O:24][C:25]1[CH:26]=[C:27](B(O)O)[CH:28]=[CH:29][C:30]=1[O:31][CH3:32].C(=O)([O-])[O-].[Na+].[Na+]. The catalyst is C(O)C.[Pd+2].O.C(#N)C.C(N(CC)CC)C. The product is [NH2:1][C:2]1[C:7]([C:8]([C:10]2[CH:11]=[N:12][C:13]([NH:22][CH2:18][CH:19]([CH3:21])[CH3:20])=[CH:14][CH:15]=2)=[O:9])=[CH:6][C:5]([C:28]2[CH:27]=[CH:26][C:25]([O:24][CH3:23])=[C:30]([O:31][CH3:32])[CH:29]=2)=[CH:4][N:3]=1. The yield is 0.710.